This data is from Catalyst prediction with 721,799 reactions and 888 catalyst types from USPTO. The task is: Predict which catalyst facilitates the given reaction. (1) Reactant: C(O[CH2:5][C:6]1[CH:11]=[CH:10][C:9]([O:12][CH2:13][CH2:14][O:15][CH3:16])=[CH:8][C:7]=1[O:17][C:18]1[C:23]([Cl:24])=[CH:22][C:21]([C:25]([F:28])([F:27])[F:26])=[CH:20][N:19]=1)(=O)C.C[Si]([O:33][C:34]([O:38][CH3:39])=[C:35]([CH3:37])[CH3:36])(C)C.Cl([O-])(=O)(=O)=O.[Mg+2].Cl([O-])(=O)(=O)=O.O. Product: [Cl:24][C:23]1[C:18]([O:17][C:7]2[CH:8]=[C:9]([O:12][CH2:13][CH2:14][O:15][CH3:16])[CH:10]=[CH:11][C:6]=2[CH2:5][C:35]([CH3:37])([CH3:36])[C:34]([O:38][CH3:39])=[O:33])=[N:19][CH:20]=[C:21]([C:25]([F:27])([F:28])[F:26])[CH:22]=1. The catalyst class is: 133. (2) Reactant: N#N.[Br:3][C:4]1[S:5][C:6]([CH2:9][OH:10])=[CH:7][N:8]=1.[CH3:11]I. Product: [Br:3][C:4]1[S:5][C:6]([CH2:9][O:10][CH3:11])=[CH:7][N:8]=1. The catalyst class is: 2.